From a dataset of Forward reaction prediction with 1.9M reactions from USPTO patents (1976-2016). Predict the product of the given reaction. (1) Given the reactants [H-].[Na+].[CH:3]1([C:6]2[N:11]=[C:10]([C:12]3[CH:13]=[C:14]4[C:18](=[CH:19][CH:20]=3)[NH:17][CH:16]=[C:15]4[I:21])[CH:9]=[N:8][CH:7]=2)[CH2:5][CH2:4]1.[C:22]1([CH3:32])[CH:27]=[CH:26][C:25]([S:28](Cl)(=[O:30])=[O:29])=[CH:24][CH:23]=1.O, predict the reaction product. The product is: [CH:3]1([C:6]2[N:11]=[C:10]([C:12]3[CH:13]=[C:14]4[C:18](=[CH:19][CH:20]=3)[N:17]([S:28]([C:25]3[CH:26]=[CH:27][C:22]([CH3:32])=[CH:23][CH:24]=3)(=[O:30])=[O:29])[CH:16]=[C:15]4[I:21])[CH:9]=[N:8][CH:7]=2)[CH2:5][CH2:4]1. (2) Given the reactants Br[C:2]1[CH:3]=[C:4]([C:8]2[N:9]([CH2:21][C:22]3[C:27]([F:28])=[CH:26][C:25]([F:29])=[CH:24][C:23]=3[F:30])[N:10]=[C:11]3[C:16]=2[CH:15]=[CH:14][CH:13]=[C:12]3[C:17]([F:20])([F:19])[F:18])[CH:5]=[CH:6][CH:7]=1.[CH3:31][Si:32]([C:35]#[CH:36])([CH3:34])[CH3:33].C([Sn](CCCC)CCCC)CCC, predict the reaction product. The product is: [F:28][C:27]1[CH:26]=[C:25]([F:29])[CH:24]=[C:23]([F:30])[C:22]=1[CH2:21][N:9]1[C:8]([C:4]2[CH:5]=[CH:6][CH:7]=[C:2]([C:36]#[C:35][Si:32]([CH3:34])([CH3:33])[CH3:31])[CH:3]=2)=[C:16]2[C:11]([C:12]([C:17]([F:19])([F:18])[F:20])=[CH:13][CH:14]=[CH:15]2)=[N:10]1. (3) Given the reactants [Cl:1][C:2]1[CH:3]=[C:4](B(O)O)[CH:5]=[CH:6][C:7]=1[Cl:8].I[C:13]1[CH:18]=[CH:17][C:16]([NH:19][C:20]2[CH:28]=[CH:27][CH:26]=[CH:25][C:21]=2[C:22]([OH:24])=[O:23])=[CH:15][CH:14]=1.C([O-])([O-])=O.[K+].[K+].O, predict the reaction product. The product is: [Cl:1][C:2]1[CH:3]=[C:4]([C:13]2[CH:14]=[CH:15][C:16]([NH:19][C:20]3[CH:28]=[CH:27][CH:26]=[CH:25][C:21]=3[C:22]([OH:24])=[O:23])=[CH:17][CH:18]=2)[CH:5]=[CH:6][C:7]=1[Cl:8].